Dataset: Forward reaction prediction with 1.9M reactions from USPTO patents (1976-2016). Task: Predict the product of the given reaction. (1) Given the reactants [N+:1]([C:4]1[CH:5]=[CH:6][C:7]([O:10][C:11]2[CH:16]=[CH:15][C:14]([CH2:17][OH:18])=[CH:13][CH:12]=2)=[N:8][CH:9]=1)([O-])=O.C(O)(=O)C.[CH3:23][S:24](Cl)(=[O:26])=[O:25], predict the reaction product. The product is: [CH:17]([C:14]1[CH:15]=[CH:16][C:11]([O:10][C:7]2[N:8]=[CH:9][C:4]([NH:1][S:24]([CH3:23])(=[O:26])=[O:25])=[CH:5][CH:6]=2)=[CH:12][CH:13]=1)=[O:18]. (2) The product is: [CH2:1]([N:8]1[CH2:12][CH2:11][C@@H:10]([C:23]#[N:25])[CH2:9]1)[C:2]1[CH:7]=[CH:6][CH:5]=[CH:4][CH:3]=1. Given the reactants [CH2:1]([N:8]1[CH2:12][CH2:11][C@H:10](OS(C)(=O)=O)[CH2:9]1)[C:2]1[CH:7]=[CH:6][CH:5]=[CH:4][CH:3]=1.C([O-])(O)=O.[Na+].[C:23](#[N:25])C, predict the reaction product.